Dataset: Full USPTO retrosynthesis dataset with 1.9M reactions from patents (1976-2016). Task: Predict the reactants needed to synthesize the given product. (1) Given the product [F:1][C:2]1[CH:7]=[CH:6][C:5]([CH:14]2[CH2:13][CH2:12][CH2:11][CH2:10][CH:15]2[OH:16])=[CH:4][CH:3]=1, predict the reactants needed to synthesize it. The reactants are: [F:1][C:2]1[CH:7]=[CH:6][C:5]([Mg]Br)=[CH:4][CH:3]=1.[CH:10]12[O:16][CH:15]1[CH2:14][CH2:13][CH2:12][CH2:11]2. (2) Given the product [CH:14]1([C:12]([C:6]2[CH:7]=[N:8][C:9]3[C:4]([C:5]=2[NH:17][C:18]2[CH:23]=[CH:22][C:21]([CH:24]([OH:29])[CH2:25][N:26]([CH3:27])[CH3:28])=[CH:20][CH:19]=2)=[CH:3][C:2]([C:35]2[CH:36]=[C:31]([Cl:30])[C:32]([OH:47])=[C:33]([Cl:46])[CH:34]=2)=[CH:11][CH:10]=3)=[O:13])[CH2:16][CH2:15]1, predict the reactants needed to synthesize it. The reactants are: Br[C:2]1[CH:3]=[C:4]2[C:9](=[CH:10][CH:11]=1)[N:8]=[CH:7][C:6]([C:12]([CH:14]1[CH2:16][CH2:15]1)=[O:13])=[C:5]2[NH:17][C:18]1[CH:23]=[CH:22][C:21]([CH:24]([OH:29])[CH2:25][N:26]([CH3:28])[CH3:27])=[CH:20][CH:19]=1.[Cl:30][C:31]1[CH:36]=[C:35](B2OC(C)(C)C(C)(C)O2)[CH:34]=[C:33]([Cl:46])[C:32]=1[OH:47].